From a dataset of Reaction yield outcomes from USPTO patents with 853,638 reactions. Predict the reaction yield, written as a fraction of the theoretical maximum amount of product (1.0 means a 100% yield; for example, 0.34 means a 34% yield). (1) The reactants are Br[C:2]1[CH:3]=[C:4]([C:7]([O:9][CH3:10])=[O:8])[O:5][CH:6]=1.C([O-])([O-])=O.[Na+].[Na+].[CH2:17]([N:19]1[C:23](B2OC(C)(C)C(C)(C)O2)=[CH:22][CH:21]=[N:20]1)[CH3:18]. The catalyst is C1COCC1.C1C=CC(P(C2C=CC=CC=2)[C-]2C=CC=C2)=CC=1.C1C=CC(P(C2C=CC=CC=2)[C-]2C=CC=C2)=CC=1.Cl[Pd]Cl.[Fe+2]. The product is [CH2:17]([N:19]1[C:23]([C:2]2[CH:3]=[C:4]([C:7]([O:9][CH3:10])=[O:8])[O:5][CH:6]=2)=[CH:22][CH:21]=[N:20]1)[CH3:18]. The yield is 0.745. (2) The reactants are [O:1]1[CH2:6][CH2:5][N:4]([CH2:7][CH2:8][NH:9][C:10]2[N:15]=[CH:14][C:13]([C:16]3[CH:21]=[CH:20][C:19]([NH:22][C:23]([NH:25][C:26]4[CH:30]=[C:29]([C:31]5([C:34]([F:37])([F:36])[F:35])[CH2:33][CH2:32]5)[O:28][N:27]=4)=[O:24])=[CH:18][CH:17]=3)=[CH:12][CH:11]=2)[CH2:3][CH2:2]1.[S:38]([OH:42])([CH3:41])(=[O:40])=[O:39]. The catalyst is CC#N. The product is [CH3:41][S:38]([O-:42])(=[O:40])=[O:39].[F:37][C:34]([F:35])([F:36])[C:31]1([C:29]2[O:28][N:27]=[C:26]([NH:25][C:23](=[O:24])[NH:22][C:19]3[CH:20]=[CH:21][C:16]([C:13]4[CH:12]=[CH:11][C:10]([NH:9][CH2:8][CH2:7][NH+:4]5[CH2:3][CH2:2][O:1][CH2:6][CH2:5]5)=[N:15][CH:14]=4)=[CH:17][CH:18]=3)[CH:30]=2)[CH2:33][CH2:32]1. The yield is 1.00.